From a dataset of Reaction yield outcomes from USPTO patents with 853,638 reactions. Predict the reaction yield, written as a fraction of the theoretical maximum amount of product (1.0 means a 100% yield; for example, 0.34 means a 34% yield). (1) The reactants are [NH:1]1[C:5]2=[N:6][CH:7]=[CH:8][CH:9]=[C:4]2[C:3]([C:10]([C:12]2[CH:13]=[N:14][C:15]([NH:18][CH2:19][C:20]3[CH:25]=[CH:24][C:23]([C:26]([F:29])([F:28])[F:27])=[CH:22][CH:21]=3)=[CH:16][CH:17]=2)=[O:11])=[CH:2]1.[BH4-].[Na+].O. The catalyst is CN(C)C=O.C(O)C. The product is [NH:1]1[C:5]2=[N:6][CH:7]=[CH:8][CH:9]=[C:4]2[C:3]([CH:10]([C:12]2[CH:13]=[N:14][C:15]([NH:18][CH2:19][C:20]3[CH:25]=[CH:24][C:23]([C:26]([F:27])([F:29])[F:28])=[CH:22][CH:21]=3)=[CH:16][CH:17]=2)[OH:11])=[CH:2]1. The yield is 0.300. (2) The reactants are C([O-])([O-])=O.[K+].[K+].[C:7]([NH:14][C@@H:15]([CH2:19][C:20]1[CH:27]=[C:25]([OH:26])[C:23]([OH:24])=[CH:22][CH:21]=1)[C:16]([OH:18])=[O:17])([O:9][C:10]([CH3:13])([CH3:12])[CH3:11])=[O:8].[CH2:28](Br)[C:29]1[CH:34]=[CH:33][CH:32]=[CH:31][CH:30]=1. The catalyst is C(#N)C. The product is [CH2:28]([O:26][C:25]1[CH:27]=[C:20]([CH2:19][C@H:15]([NH:14][C:7]([O:9][C:10]([CH3:12])([CH3:13])[CH3:11])=[O:8])[C:16]([O:18][CH2:19][C:20]2[CH:27]=[CH:25][CH:23]=[CH:22][CH:21]=2)=[O:17])[CH:21]=[CH:22][C:23]=1[O:24][CH2:28][C:29]1[CH:34]=[CH:33][CH:32]=[CH:31][CH:30]=1)[C:29]1[CH:34]=[CH:33][CH:32]=[CH:31][CH:30]=1. The yield is 0.800. (3) The reactants are [C:1](Cl)(=[O:9])[O:2][C:3]1[CH:8]=[CH:7][CH:6]=[CH:5][CH:4]=1.N1C=CC=CC=1.[F:17][C:18]1[CH:19]=[CH:20][C:21]([NH2:24])=[N:22][CH:23]=1. The catalyst is ClCCl. The product is [F:17][C:18]1[CH:19]=[CH:20][C:21]([NH:24][C:1](=[O:9])[O:2][C:3]2[CH:8]=[CH:7][CH:6]=[CH:5][CH:4]=2)=[N:22][CH:23]=1. The yield is 0.670. (4) The reactants are C(NC(C)C)(C)C.C([Li])CCC.[Cl:13][C:14]1[S:15][CH:16]=[C:17]([Cl:19])[N:18]=1.[CH3:20][N:21]([CH3:25])[C:22](Cl)=[O:23]. The catalyst is C1COCC1.O. The product is [Cl:13][C:14]1[S:15][C:16]([C:22]([N:21]([CH3:25])[CH3:20])=[O:23])=[C:17]([Cl:19])[N:18]=1. The yield is 0.820.